The task is: Binary Classification. Given a drug SMILES string, predict its activity (active/inactive) in a high-throughput screening assay against a specified biological target.. This data is from Orexin1 receptor HTS with 218,158 compounds and 233 confirmed actives. (1) The molecule is O=C(NC(Cc1c2c([nH]c1)cccc2)C(O)=O)C(NC(=O)N1c2c(NC(=O)C1)cccc2)C(C)C. The result is 0 (inactive). (2) The molecule is s1c(/C=C(\c2oc3c(n2)cccc3)C(=O)c2ccc(OC(C)C)cc2)ccc1. The result is 0 (inactive). (3) The compound is O1c2c(OCC1)cc(c(NC(=O)C)c2)C(=O)C. The result is 0 (inactive). (4) The drug is s1c(/C=C\C(=O)NC2CCCC2)ccc1. The result is 0 (inactive). (5) The molecule is Clc1c(C2N(Cc3ccccc3)C(=O)c3c(N2)cccc3)ccc(Cl)c1. The result is 0 (inactive). (6) The drug is s1c(NC(=O)CCC(=O)N(CC(=O)NCc2occc2)c2cc(OC)ccc2)ncc1. The result is 0 (inactive).